Dataset: Forward reaction prediction with 1.9M reactions from USPTO patents (1976-2016). Task: Predict the product of the given reaction. (1) Given the reactants [C:1]([O:5][C:6](=[O:20])[NH:7][C:8]1([C:11]2[O:12][C:13]([C:16]([NH2:19])([CH3:18])[CH3:17])=[CH:14][CH:15]=2)[CH2:10][CH2:9]1)([CH3:4])([CH3:3])[CH3:2].Cl[C:22]([O:24][CH2:25][C:26]1[CH:31]=[CH:30][CH:29]=[CH:28][CH:27]=1)=[O:23], predict the reaction product. The product is: [C:1]([O:5][C:6](=[O:20])[NH:7][C:8]1([C:11]2[O:12][C:13]([C:16]([NH:19][C:22]([O:24][CH2:25][C:26]3[CH:31]=[CH:30][CH:29]=[CH:28][CH:27]=3)=[O:23])([CH3:18])[CH3:17])=[CH:14][CH:15]=2)[CH2:10][CH2:9]1)([CH3:4])([CH3:2])[CH3:3]. (2) Given the reactants [OH:1][C:2]1[CH:7]=[CH:6][C:5]([C@@H:8]([C:14]#[C:15][CH2:16][CH3:17])[CH2:9][C:10]([O:12][CH3:13])=[O:11])=[CH:4][CH:3]=1, predict the reaction product. The product is: [OH:1][C:2]1[CH:3]=[CH:4][C:5]([C@@H:8]([CH2:14][CH2:15][CH2:16][CH3:17])[CH2:9][C:10]([O:12][CH3:13])=[O:11])=[CH:6][CH:7]=1.